Task: Predict the reaction yield, written as a fraction of the theoretical maximum amount of product (1.0 means a 100% yield; for example, 0.34 means a 34% yield).. Dataset: Reaction yield outcomes from USPTO patents with 853,638 reactions (1) The reactants are F[CH:2]([C:24]1[CH:29]=[CH:28][CH:27]=[C:26]([C:30]2[NH:34][N:33]=[N:32][N:31]=2)[CH:25]=1)[C:3]1[CH:23]=[CH:22][C:6]([CH2:7][O:8][C:9]2[CH:14]=[CH:13][C:12]([C:15](=[O:17])[CH3:16])=[C:11]([OH:18])[C:10]=2[CH2:19][CH2:20][CH3:21])=[CH:5][CH:4]=1.C(C1C=CC(OCC2C=CC(CC3C=C(C=CC=3)C#N)=CC=2)=C(CCC)C=1O)(=O)C. No catalyst specified. The product is [OH:18][C:11]1[C:10]([CH2:19][CH2:20][CH3:21])=[C:9]([O:8][CH2:7][C:6]2[CH:5]=[CH:4][C:3]([CH2:2][C:24]3[CH:29]=[CH:28][CH:27]=[C:26]([C:30]4[NH:34][N:33]=[N:32][N:31]=4)[CH:25]=3)=[CH:23][CH:22]=2)[CH:14]=[CH:13][C:12]=1[C:15](=[O:17])[CH3:16]. The yield is 0.580. (2) The reactants are [C:1]1([S:7]([C:10]2([O:13][C:14]3[N:19]=[C:18]([Cl:20])[C:17]([N+:21]([O-])=O)=[CH:16][CH:15]=3)[CH2:12][CH2:11]2)(=[O:9])=[O:8])[CH:6]=[CH:5][CH:4]=[CH:3][CH:2]=1.N#N. The catalyst is CO.CCOC(C)=O.[Pd]. The product is [C:1]1([S:7]([C:10]2([O:13][C:14]3[N:19]=[C:18]([Cl:20])[C:17]([NH2:21])=[CH:16][CH:15]=3)[CH2:11][CH2:12]2)(=[O:9])=[O:8])[CH:2]=[CH:3][CH:4]=[CH:5][CH:6]=1. The yield is 0.470. (3) The reactants are [NH:1]([CH2:6][C:7]([OH:9])=[O:8])[CH2:2][C:3]([OH:5])=[O:4].[P:10]([OH:13])([OH:12])[OH:11].P(=O)(O)(O)O.[CH2:19]=O. No catalyst specified. The product is [P:10]([CH2:19][N:1]([CH2:6][C:7]([OH:9])=[O:8])[CH2:2][C:3]([OH:5])=[O:4])([OH:13])([OH:12])=[O:11]. The yield is 0.612. (4) The reactants are Cl[C:2]1[CH:3]=[C:4]([CH:8]=[C:9]([O:11][CH3:12])[N:10]=1)[C:5]([OH:7])=[O:6].CC1(C)C(C)(C)OB([C:21]2[CH:33]=[CH:32][C:24]([C:25]([O:27][C:28]([CH3:31])([CH3:30])[CH3:29])=[O:26])=[CH:23][CH:22]=2)O1.O1CCOCC1.C(=O)([O-])[O-].[Na+].[Na+]. The catalyst is O.C1C=CC([P]([Pd]([P](C2C=CC=CC=2)(C2C=CC=CC=2)C2C=CC=CC=2)([P](C2C=CC=CC=2)(C2C=CC=CC=2)C2C=CC=CC=2)[P](C2C=CC=CC=2)(C2C=CC=CC=2)C2C=CC=CC=2)(C2C=CC=CC=2)C2C=CC=CC=2)=CC=1.C(OCC)(=O)C. The product is [C:28]([O:27][C:25]([C:24]1[CH:32]=[CH:33][C:21]([C:2]2[CH:3]=[C:4]([CH:8]=[C:9]([O:11][CH3:12])[N:10]=2)[C:5]([OH:7])=[O:6])=[CH:22][CH:23]=1)=[O:26])([CH3:31])([CH3:29])[CH3:30]. The yield is 0.840.